From a dataset of Reaction yield outcomes from USPTO patents with 853,638 reactions. Predict the reaction yield, written as a fraction of the theoretical maximum amount of product (1.0 means a 100% yield; for example, 0.34 means a 34% yield). (1) The reactants are [N+:1]([C:4]1[CH:5]=[C:6]2[C:10](=[CH:11][CH:12]=1)[NH:9][C:8]([CH:13]([CH3:19])[C:14]([O:16][CH2:17][CH3:18])=[O:15])=[CH:7]2)([O-])=O.O.O.[Sn](Cl)(Cl)(Cl)Cl. The catalyst is C(O)C.C(OCC)(=O)C.O.C([O-])(O)=O.[Na+]. The product is [NH2:1][C:4]1[CH:5]=[C:6]2[C:10](=[CH:11][CH:12]=1)[NH:9][C:8]([CH:13]([CH3:19])[C:14]([O:16][CH2:17][CH3:18])=[O:15])=[CH:7]2. The yield is 0.990. (2) The reactants are [F:1][C:2]1[CH:3]=[CH:4][C:5]2[N:6]([CH:8]=[C:9]([C:11]([NH:13][C@H:14]3[CH2:19][CH2:18][C@@H:17]([N:20]4[C:25](=[O:26])[C:24]5[CH:27]=[C:28]([F:31])[CH:29]=[N:30][C:23]=5[N:22]([C:32]5[CH:33]=[C:34]([C:38]6[CH:43]=[CH:42][C:41]([CH:44]=O)=[CH:40][CH:39]=6)[CH:35]=[CH:36][CH:37]=5)[C:21]4=[O:46])[CH2:16][CH2:15]3)=[O:12])[N:10]=2)[CH:7]=1.[OH:47][C@@H:48]1[CH2:52][CH2:51][NH:50][CH2:49]1.C(O[BH-](OC(=O)C)OC(=O)C)(=O)C.[Na+]. The catalyst is ClCCCl.ClCCl. The product is [F:1][C:2]1[CH:3]=[CH:4][C:5]2[N:6]([CH:8]=[C:9]([C:11]([NH:13][C@H:14]3[CH2:15][CH2:16][C@@H:17]([N:20]4[C:25](=[O:26])[C:24]5[CH:27]=[C:28]([F:31])[CH:29]=[N:30][C:23]=5[N:22]([C:32]5[CH:33]=[C:34]([C:38]6[CH:39]=[CH:40][C:41]([CH2:44][N:50]7[CH2:51][CH2:52][C@@H:48]([OH:47])[CH2:49]7)=[CH:42][CH:43]=6)[CH:35]=[CH:36][CH:37]=5)[C:21]4=[O:46])[CH2:18][CH2:19]3)=[O:12])[N:10]=2)[CH:7]=1. The yield is 0.410. (3) The reactants are [Br:1][C:2]1[CH:7]=[C:6](I)[CH:5]=[CH:4][C:3]=1[F:9].[C:10]([C:12]1[CH:17]=[CH:16][N:15]=[C:14]([CH3:18])[CH:13]=1)#[CH:11].Cl. The catalyst is O1CCCC1.C(N(CC)CC)C.Cl[Pd](Cl)([P](C1C=CC=CC=1)(C1C=CC=CC=1)C1C=CC=CC=1)[P](C1C=CC=CC=1)(C1C=CC=CC=1)C1C=CC=CC=1.[Cu]I. The product is [Br:1][C:2]1[CH:7]=[C:6]([C:11]#[C:10][C:12]2[CH:17]=[CH:16][N:15]=[C:14]([CH3:18])[CH:13]=2)[CH:5]=[CH:4][C:3]=1[F:9]. The yield is 0.630. (4) The reactants are [C:1]([C:3]([C:6]1[CH:7]=[C:8]([C:12]([NH:14][C:15]2[CH:16]=[C:17]([CH:38]=[CH:39][CH:40]=2)[O:18][C:19]2[CH:33]=[CH:32][C:22]3[N:23]=[C:24]([NH:26][C:27]([CH:29]4[CH2:31][CH2:30]4)=[O:28])[S:25][C:21]=3[C:20]=2[C:34]([O:36]C)=[O:35])=[O:13])[CH:9]=[CH:10][CH:11]=1)([CH3:5])[CH3:4])#[N:2].O.[OH-].[Li+].Cl. The catalyst is O1CCCC1.CO.O.C(OCC)(=O)C. The product is [C:1]([C:3]([C:6]1[CH:7]=[C:8]([C:12]([NH:14][C:15]2[CH:16]=[C:17]([CH:38]=[CH:39][CH:40]=2)[O:18][C:19]2[CH:33]=[CH:32][C:22]3[N:23]=[C:24]([NH:26][C:27]([CH:29]4[CH2:30][CH2:31]4)=[O:28])[S:25][C:21]=3[C:20]=2[C:34]([OH:36])=[O:35])=[O:13])[CH:9]=[CH:10][CH:11]=1)([CH3:5])[CH3:4])#[N:2]. The yield is 0.540. (5) The reactants are [N+:1]([C:4]1[CH:5]=[C:6]([N:10]2[C:14](=[O:15])[CH2:13][NH:12][C:11]2=[O:16])[CH:7]=[CH:8][CH:9]=1)([O-])=O.[H][H]. The catalyst is CO.[Pd].C1(C)C=CC=CC=1. The product is [NH2:1][C:4]1[CH:5]=[C:6]([N:10]2[C:14](=[O:15])[CH2:13][NH:12][C:11]2=[O:16])[CH:7]=[CH:8][CH:9]=1. The yield is 0.840.